Dataset: Full USPTO retrosynthesis dataset with 1.9M reactions from patents (1976-2016). Task: Predict the reactants needed to synthesize the given product. (1) Given the product [C:16]([C:13]1[CH:12]=[CH:11][C:10]([C:8]([N:5]2[CH2:4][CH2:3][N:2]([CH3:1])[CH2:7][CH2:6]2)=[O:9])=[CH:15][CH:14]=1)#[CH:17], predict the reactants needed to synthesize it. The reactants are: [CH3:1][N:2]1[CH2:7][CH2:6][N:5]([C:8]([C:10]2[CH:15]=[CH:14][C:13]([C:16]#[C:17][Si](C)(C)C)=[CH:12][CH:11]=2)=[O:9])[CH2:4][CH2:3]1.C([O-])([O-])=O.[K+].[K+]. (2) Given the product [C:1]1([CH:19]([CH:16]2[CH2:17][CH2:18][N:13]([S:10]([CH3:9])(=[O:11])=[O:12])[CH2:14][CH2:15]2)[CH2:20][C:21]([N:22]2[C@H:26]([C:27]3[CH:28]=[CH:29][CH:30]=[CH:31][CH:32]=3)[C@H:25]([CH3:33])[N:24]([CH3:34])[C:23]2=[O:35])=[O:36])[CH:6]=[CH:5][CH:4]=[CH:3][CH:2]=1, predict the reactants needed to synthesize it. The reactants are: [C:1]1([Mg]Br)[CH:6]=[CH:5][CH:4]=[CH:3][CH:2]=1.[CH3:9][S:10]([N:13]1[CH2:18][CH2:17][CH:16]([CH2:19][CH:20]=[CH:21][N:22]2[C@H:26]([C:27]3[CH:32]=[CH:31][CH:30]=[CH:29][CH:28]=3)[C@H:25]([CH3:33])[N:24]([CH3:34])[C:23]2=[O:35])[CH2:15][CH2:14]1)(=[O:12])=[O:11].[O-:36]S(C(F)(F)F)(=O)=O.C([B+]CCCC)CCC. (3) Given the product [C:1]([C:3]1[C:4]([C:14]2[CH:19]=[CH:18][C:17]([Cl:20])=[CH:16][C:15]=2[Cl:21])=[C:5]([C:9]([OH:11])=[O:10])[S:6][C:7]=1[I:8])#[N:2], predict the reactants needed to synthesize it. The reactants are: [C:1]([C:3]1[C:4]([C:14]2[CH:19]=[CH:18][C:17]([Cl:20])=[CH:16][C:15]=2[Cl:21])=[C:5]([C:9]([O:11]CC)=[O:10])[S:6][C:7]=1[I:8])#[N:2].[OH-].[Na+]. (4) Given the product [CH3:34][O:35][C:36](=[O:44])[C:37]1[CH:42]=[CH:41][CH:40]=[C:39]([O:1][C@H:2]2[CH2:6][CH2:5][N:4]([C:7]3[CH:14]=[CH:13][C:10]([C:11]#[N:12])=[CH:9][CH:8]=3)[CH2:3]2)[CH:38]=1, predict the reactants needed to synthesize it. The reactants are: [OH:1][C@@H:2]1[CH2:6][CH2:5][N:4]([C:7]2[CH:14]=[CH:13][C:10]([C:11]#[N:12])=[CH:9][CH:8]=2)[CH2:3]1.C1(P(C2C=CC=CC=2)C2C=CC=CC=2)C=CC=CC=1.[CH3:34][O:35][C:36](=[O:44])[C:37]1[CH:42]=[CH:41][CH:40]=[C:39](O)[CH:38]=1.CCOC(/N=N/C(OCC)=O)=O.